From a dataset of Peptide-MHC class I binding affinity with 185,985 pairs from IEDB/IMGT. Regression. Given a peptide amino acid sequence and an MHC pseudo amino acid sequence, predict their binding affinity value. This is MHC class I binding data. (1) The peptide sequence is EHNGGDDPL. The MHC is HLA-B08:01 with pseudo-sequence HLA-B08:01. The binding affinity (normalized) is 0.213. (2) The MHC is HLA-B15:03 with pseudo-sequence HLA-B15:03. The binding affinity (normalized) is 0.911. The peptide sequence is MMSMYGKAF. (3) The peptide sequence is SLYKYLLLR. The MHC is HLA-A31:01 with pseudo-sequence HLA-A31:01. The binding affinity (normalized) is 0.936. (4) The peptide sequence is SAFDERRNKYL. The MHC is HLA-A02:01 with pseudo-sequence HLA-A02:01. The binding affinity (normalized) is 0.0668. (5) The peptide sequence is FGALFMWLL. The MHC is HLA-A29:02 with pseudo-sequence HLA-A29:02. The binding affinity (normalized) is 0.545. (6) The peptide sequence is FVKDWMDRI. The MHC is HLA-A29:02 with pseudo-sequence HLA-A29:02. The binding affinity (normalized) is 0.0847.